Dataset: Reaction yield outcomes from USPTO patents with 853,638 reactions. Task: Predict the reaction yield, written as a fraction of the theoretical maximum amount of product (1.0 means a 100% yield; for example, 0.34 means a 34% yield). (1) The reactants are [CH3:1][O:2][C:3]1[CH:27]=[CH:26][C:6]([CH2:7][S:8][C:9](=[NH:25])[C:10]([C:23]#[N:24])=[C:11]([SH:22])[NH:12][C:13]([O:15][C:16]2[CH:21]=[CH:20][CH:19]=[CH:18][CH:17]=2)=[O:14])=[CH:5][CH:4]=1.N1C=CC=CC=1.II.Cl. The catalyst is C(OCC)(=O)C. The product is [C:16]1([O:15][C:13](=[O:14])[NH:12][C:11]2[S:22][N:25]=[C:9]([S:8][CH2:7][C:6]3[CH:26]=[CH:27][C:3]([O:2][CH3:1])=[CH:4][CH:5]=3)[C:10]=2[C:23]#[N:24])[CH:17]=[CH:18][CH:19]=[CH:20][CH:21]=1. The yield is 0.640. (2) The reactants are [NH2:1][C:2]1[CH:13]=[CH:12][C:5]([O:6][CH2:7][C:8]([CH3:11])([OH:10])[CH3:9])=[C:4]([O:14][CH3:15])[CH:3]=1.CCN(CC)CC.Br[CH:24]([CH2:28][CH2:29]Br)[C:25](Cl)=[O:26].[OH-].[K+].[I:33][C:34]1[CH:39]=[CH:38][C:37]([OH:40])=[CH:36][CH:35]=1. The catalyst is ClCCCl. The product is [OH:10][C:8]([CH3:11])([CH3:9])[CH2:7][O:6][C:5]1[CH:12]=[CH:13][C:2]([N:1]2[CH2:29][CH2:28][CH:24]([O:40][C:37]3[CH:38]=[CH:39][C:34]([I:33])=[CH:35][CH:36]=3)[C:25]2=[O:26])=[CH:3][C:4]=1[O:14][CH3:15]. The yield is 0.700. (3) The reactants are [Br:1][C:2]1[C:3]([N:12]2[CH2:17][CH2:16][N:15]([CH2:18][C:19]3[N:20]=[C:21]([CH3:24])[S:22][CH:23]=3)[CH2:14][CH2:13]2)=[C:4]([N+:9]([O-])=O)[C:5]([NH2:8])=[N:6][CH:7]=1.CCO.[N:28]1([C:34]2[CH:41]=[CH:40][C:37]([CH:38]=O)=[CH:36][CH:35]=2)[CH2:33][CH2:32][O:31][CH2:30][CH2:29]1.[O-]S(S([O-])=O)=O.[Na+].[Na+]. The catalyst is C(Cl)Cl.N.CN(C=O)C. The product is [Br:1][C:2]1[C:3]([N:12]2[CH2:17][CH2:16][N:15]([CH2:18][C:19]3[N:20]=[C:21]([CH3:24])[S:22][CH:23]=3)[CH2:14][CH2:13]2)=[C:4]2[N:9]=[C:38]([C:37]3[CH:36]=[CH:35][C:34]([N:28]4[CH2:33][CH2:32][O:31][CH2:30][CH2:29]4)=[CH:41][CH:40]=3)[NH:8][C:5]2=[N:6][CH:7]=1. The yield is 0.300. (4) The reactants are [C:1]([O:5][C:6]([N:8]1[CH2:14][CH2:13][C:12]2[C:15]([SH:20])=[C:16]([Cl:19])[CH:17]=[CH:18][C:11]=2[CH2:10][CH2:9]1)=[O:7])([CH3:4])([CH3:3])[CH3:2].C(N(CC)CC)C.CS(O[CH2:33][C:34]1[CH:39]=[CH:38][C:37]([C:40]([C:42]2[CH:43]=[N:44][CH:45]=[CH:46][CH:47]=2)=[O:41])=[CH:36][CH:35]=1)(=O)=O. The catalyst is CS(C)=O.CCCCCC.CCOC(C)=O. The product is [C:1]([O:5][C:6]([N:8]1[CH2:14][CH2:13][C:12]2[C:15]([S:20][CH2:33][C:34]3[CH:35]=[CH:36][C:37]([C:40]([C:42]4[CH:43]=[N:44][CH:45]=[CH:46][CH:47]=4)=[O:41])=[CH:38][CH:39]=3)=[C:16]([Cl:19])[CH:17]=[CH:18][C:11]=2[CH2:10][CH2:9]1)=[O:7])([CH3:4])([CH3:2])[CH3:3]. The yield is 0.640. (5) The reactants are [N+:1]([C:4]1[CH:5]=[N:6][CH:7]=[CH:8][C:9]=1[N:10]1[CH2:15][CH2:14][NH:13][CH2:12][CH2:11]1)([O-:3])=[O:2].[C:16]([NH:23][CH2:24][CH2:25][C:26](O)=[O:27])([O:18][C:19]([CH3:22])([CH3:21])[CH3:20])=[O:17].C1C=NC2N(O)N=NC=2C=1.C(Cl)CCl. The catalyst is C(Cl)Cl.CCOC(C)=O. The product is [N+:1]([C:4]1[CH:5]=[N:6][CH:7]=[CH:8][C:9]=1[N:10]1[CH2:15][CH2:14][N:13]([C:26](=[O:27])[CH2:25][CH2:24][NH:23][C:16](=[O:17])[O:18][C:19]([CH3:20])([CH3:21])[CH3:22])[CH2:12][CH2:11]1)([O-:3])=[O:2]. The yield is 0.930. (6) The reactants are [Cl:1][C:2]1[N:7]=[C:6]([Cl:8])[C:5]([C:9](Cl)=[O:10])=[CH:4][N:3]=1.[O:12]1[CH2:17][CH2:16][N:15]([S:18]([C:21]2[CH:27]=[CH:26][C:24]([NH2:25])=[CH:23][CH:22]=2)(=[O:20])=[O:19])[CH2:14][CH2:13]1.CCN(C(C)C)C(C)C.O. The catalyst is ClCCl. The product is [Cl:1][C:2]1[N:7]=[C:6]([Cl:8])[C:5]([C:9]([NH:25][C:24]2[CH:26]=[CH:27][C:21]([S:18]([N:15]3[CH2:16][CH2:17][O:12][CH2:13][CH2:14]3)(=[O:20])=[O:19])=[CH:22][CH:23]=2)=[O:10])=[CH:4][N:3]=1. The yield is 0.840.